Dataset: Full USPTO retrosynthesis dataset with 1.9M reactions from patents (1976-2016). Task: Predict the reactants needed to synthesize the given product. (1) Given the product [CH2:28]([Sn:23]([CH2:19][CH2:20][CH2:21][CH3:22])([CH2:24][CH2:25][CH2:26][CH3:27])[C:2]1[CH:3]=[C:4]([C:8]2[CH:9]=[N:10][CH:11]=[CH:12][CH:13]=2)[CH:5]=[CH:6][CH:7]=1)[CH2:29][CH2:30][CH3:31], predict the reactants needed to synthesize it. The reactants are: Br[C:2]1[CH:3]=[C:4]([C:8]2[CH:9]=[N:10][CH:11]=[CH:12][CH:13]=2)[CH:5]=[CH:6][CH:7]=1.C([Li])(C)(C)C.[CH2:19]([Sn:23](Cl)([CH2:28][CH2:29][CH2:30][CH3:31])[CH2:24][CH2:25][CH2:26][CH3:27])[CH2:20][CH2:21][CH3:22].CO. (2) Given the product [F:8][C:4]1[N:3]=[C:2]([C:12]#[C:11][CH2:10][CH2:9][C:13]2[S:14][C:15]3[CH:21]=[CH:20][CH:19]=[CH:18][C:16]=3[N:17]=2)[CH:7]=[CH:6][CH:5]=1, predict the reactants needed to synthesize it. The reactants are: Br[C:2]1[CH:7]=[CH:6][CH:5]=[C:4]([F:8])[N:3]=1.[CH2:9]([C:13]1[S:14][C:15]2[CH:21]=[CH:20][CH:19]=[CH:18][C:16]=2[N:17]=1)[CH2:10][C:11]#[CH:12]. (3) The reactants are: [C:1]([O:5][C:6]([N:8]([CH2:16][CH2:17][C:18]#[CH:19])[C:9]([O:11][C:12]([CH3:15])([CH3:14])[CH3:13])=[O:10])=[O:7])([CH3:4])([CH3:3])[CH3:2].[CH3:20][O:21][C:22](=[O:43])[CH2:23][CH:24]1[CH2:33][C:32]2[C:27](=[CH:28][C:29](OS(C(F)(F)F)(=O)=O)=[CH:30][CH:31]=2)[NH:26][C:25]1=[O:42].CCOC(C)=O.CCCCCC. Given the product [CH3:20][O:21][C:22](=[O:43])[CH2:23][CH:24]1[CH2:33][C:32]2[C:27](=[CH:28][C:29]([C:19]#[C:18][CH2:17][CH2:16][N:8]([C:9]([O:11][C:12]([CH3:13])([CH3:15])[CH3:14])=[O:10])[C:6]([O:5][C:1]([CH3:4])([CH3:3])[CH3:2])=[O:7])=[CH:30][CH:31]=2)[NH:26][C:25]1=[O:42], predict the reactants needed to synthesize it. (4) Given the product [Cl:13][CH2:14][CH2:15][CH2:16][O:10][C:6]1[CH:7]=[CH:8][CH:9]=[C:4]([N+:1]([O-:3])=[O:2])[CH:5]=1, predict the reactants needed to synthesize it. The reactants are: [N+:1]([C:4]1[CH:5]=[C:6]([OH:10])[CH:7]=[CH:8][CH:9]=1)([O-:3])=[O:2].[H-].[Na+].[Cl:13][CH2:14][CH2:15][CH2:16]I.[Na+].[Cl-]. (5) Given the product [CH2:26]([N:28]([CH2:29][CH3:30])[C:23](=[O:25])[CH2:22][N:13]([S:10]([C:7]1[CH:6]=[CH:5][C:4]([CH:1]([CH3:3])[CH3:2])=[CH:9][N:8]=1)(=[O:11])=[O:12])[C:14]1[CH:19]=[CH:18][CH:17]=[CH:16][C:15]=1[O:20][CH3:21])[CH3:27], predict the reactants needed to synthesize it. The reactants are: [CH:1]([C:4]1[CH:5]=[CH:6][C:7]([S:10]([N:13]([CH2:22][C:23]([OH:25])=O)[C:14]2[CH:19]=[CH:18][CH:17]=[CH:16][C:15]=2[O:20][CH3:21])(=[O:12])=[O:11])=[N:8][CH:9]=1)([CH3:3])[CH3:2].[CH2:26]([NH:28][CH2:29][CH3:30])[CH3:27]. (6) Given the product [F:9][C:10]1[CH:15]=[C:14]([C:4]2[N:3]=[C:2]([NH2:1])[CH:7]=[N:6][CH:5]=2)[CH:13]=[CH:12][CH:11]=1, predict the reactants needed to synthesize it. The reactants are: [NH2:1][C:2]1[CH:7]=[N:6][CH:5]=[C:4](Cl)[N:3]=1.[F:9][C:10]1[CH:11]=[C:12](B(O)O)[CH:13]=[CH:14][CH:15]=1.C(=O)([O-])[O-].[Na+].[Na+]. (7) Given the product [Cl:14][C:15]1[CH:20]=[C:19]([C:21]2[CH:26]=[N:25][CH:24]=[C:23]([CH3:27])[N:22]=2)[CH:18]=[CH:17][C:16]=1[C:28]1[C:39](=[O:40])[N:38]([CH2:2][CH2:3][CH2:4][C:5]([NH2:7])=[O:6])[C:31]2[N:32]=[C:33]([S:36][CH3:37])[N:34]=[CH:35][C:30]=2[CH:29]=1, predict the reactants needed to synthesize it. The reactants are: Cl[CH2:2][CH2:3][CH2:4][C:5]([NH2:7])=[O:6].C([O-])([O-])=O.[Cs+].[Cs+].[Cl:14][C:15]1[CH:20]=[C:19]([C:21]2[CH:26]=[N:25][CH:24]=[C:23]([CH3:27])[N:22]=2)[CH:18]=[CH:17][C:16]=1[C:28]1[C:39](=[O:40])[NH:38][C:31]2[N:32]=[C:33]([S:36][CH3:37])[N:34]=[CH:35][C:30]=2[CH:29]=1. (8) Given the product [F:22][C:3]1[C:4]([C:9]([C:11]2[C:19]3[C:18]([O:20][CH3:21])=[N:17][CH:16]=[N:15][C:14]=3[NH:13][CH:12]=2)=[O:10])=[C:5]([F:8])[CH:6]=[CH:7][C:2]=1[NH:1][S:31]([C:28]1[CH:29]=[CH:30][C:25]([CH2:23][CH3:24])=[CH:26][CH:27]=1)(=[O:33])=[O:32], predict the reactants needed to synthesize it. The reactants are: [NH2:1][C:2]1[C:3]([F:22])=[C:4]([C:9]([C:11]2[C:19]3[C:18]([O:20][CH3:21])=[N:17][CH:16]=[N:15][C:14]=3[NH:13][CH:12]=2)=[O:10])[C:5]([F:8])=[CH:6][CH:7]=1.[CH2:23]([C:25]1[CH:30]=[CH:29][C:28]([S:31](Cl)(=[O:33])=[O:32])=[CH:27][CH:26]=1)[CH3:24]. (9) Given the product [C:53]([NH:57][C:12](=[O:14])[C:11]1[CH:15]=[C:16]([NH:19][C:20]([NH:22][C:23]2[CH:28]=[CH:27][C:26]([O:29][CH3:30])=[C:25]([O:31][CH3:32])[CH:24]=2)=[O:21])[CH:17]=[CH:18][C:10]=1[O:9][CH:8]([C:3]1[CH:4]=[CH:5][CH:6]=[CH:7][C:2]=1[Cl:1])[C:33]1[CH:38]=[CH:37][C:36]([C:39]([F:40])([F:42])[F:41])=[CH:35][CH:34]=1)([CH3:56])([CH3:55])[CH3:54], predict the reactants needed to synthesize it. The reactants are: [Cl:1][C:2]1[CH:7]=[CH:6][CH:5]=[CH:4][C:3]=1[CH:8]([C:33]1[CH:38]=[CH:37][C:36]([C:39]([F:42])([F:41])[F:40])=[CH:35][CH:34]=1)[O:9][C:10]1[CH:18]=[CH:17][C:16]([NH:19][C:20]([NH:22][C:23]2[CH:28]=[CH:27][C:26]([O:29][CH3:30])=[C:25]([O:31][CH3:32])[CH:24]=2)=[O:21])=[CH:15][C:11]=1[C:12]([O-:14])=O.ON1C2C=CC=CC=2N=N1.[C:53]([NH2:57])([CH3:56])([CH3:55])[CH3:54].Cl.CN(C)CCCN=C=NCC. (10) Given the product [Cl:1][C:2]1[C:3]([CH3:37])=[N:4][O:5][C:6]=1[NH:7][S:8]([C:11]1[C:19]2[C:14](=[N:15][CH:16]=[CH:17][CH:18]=2)[S:13][C:12]=1[CH2:20][C:21]1[C:26]([O:27][CH3:28])=[CH:25][CH:24]=[CH:23][C:22]=1[O:29][CH3:30])(=[O:9])=[O:10], predict the reactants needed to synthesize it. The reactants are: [Cl:1][C:2]1[C:3]([CH3:37])=[N:4][O:5][C:6]=1[N:7](COCCOC)[S:8]([C:11]1[C:19]2[C:14](=[N:15][CH:16]=[CH:17][CH:18]=2)[S:13][C:12]=1[CH2:20][C:21]1[C:26]([O:27][CH3:28])=[CH:25][CH:24]=[CH:23][C:22]=1[O:29][CH3:30])(=[O:10])=[O:9].Cl.